From a dataset of Full USPTO retrosynthesis dataset with 1.9M reactions from patents (1976-2016). Predict the reactants needed to synthesize the given product. (1) The reactants are: [C:1]([O:4][CH2:5][C@@H:6]1[C@@H:11]([O:12][C:13](=[O:15])[CH3:14])[C@H:10](OC(=O)C)[CH:9]=[CH:8][O:7]1)(=[O:3])[CH3:2].B([C:23]1[CH:28]=[CH:27][C:26](B(O)O)=[CH:25][CH:24]=1)(O)O. Given the product [C:1]([O:4][CH2:5][C@@H:6]1[C@@H:11]([O:12][C:13](=[O:15])[CH3:14])[CH:10]=[CH:9][C@@H:8]([C:23]2[CH:28]=[CH:27][C:26]([C@H:8]3[O:7][C@H:6]([CH2:5][O:4][C:1](=[O:3])[CH3:2])[C@@H:11]([O:12][C:13](=[O:15])[CH3:14])[CH:10]=[CH:9]3)=[CH:25][CH:24]=2)[O:7]1)(=[O:3])[CH3:2], predict the reactants needed to synthesize it. (2) Given the product [OH:1][C@@H:2]1[C@H:6]([OH:7])[C@@H:5]([CH2:8][OH:9])[O:4][C@H:3]1[N:10]1[CH:18]=[N:17][C:16]2[C:11]1=[N:12][C:13]([N:20]1[CH:24]=[C:23]([C:25]([N:27]([CH3:29])[CH3:28])=[O:26])[CH:22]=[N:21]1)=[N:14][C:15]=2[NH2:19], predict the reactants needed to synthesize it. The reactants are: [OH:1][C@@H:2]1[C@H:6]([OH:7])[C@@H:5]([CH2:8][OH:9])[O:4][C@H:3]1[N:10]1[CH:18]=[N:17][C:16]2[C:11]1=[N:12][C:13]([N:20]1[CH:24]=[C:23]([C:25]([NH:27][CH3:28])=[O:26])[CH:22]=[N:21]1)=[N:14][C:15]=2[NH2:19].[CH3:29]NC. (3) Given the product [F:1][C:2]1[CH:7]=[CH:6][C:5]([N:8]2[C:13](=[O:14])[C:12]([O:15][CH2:27][CH2:28][C:29](=[O:31])[CH3:30])=[C:11]([C:16]3[CH:21]=[CH:20][C:19]([S:22]([CH3:25])(=[O:23])=[O:24])=[CH:18][CH:17]=3)[CH:10]=[N:9]2)=[CH:4][CH:3]=1, predict the reactants needed to synthesize it. The reactants are: [F:1][C:2]1[CH:7]=[CH:6][C:5]([N:8]2[C:13](=[O:14])[C:12]([OH:15])=[C:11]([C:16]3[CH:21]=[CH:20][C:19]([S:22]([CH3:25])(=[O:24])=[O:23])=[CH:18][CH:17]=3)[CH:10]=[N:9]2)=[CH:4][CH:3]=1.O[CH2:27][CH2:28][C:29](=[O:31])[CH3:30].N. (4) Given the product [C:30]([O:29][C:27]([N:15]1[C:16]2[C:21](=[N:20][C:19]([O:22][CH3:23])=[CH:18][CH:17]=2)[C@@H:12]([NH:11][C:10]([O:9][C@@H:7]([C:1]2[CH:6]=[CH:5][CH:4]=[CH:3][CH:2]=2)[CH3:8])=[O:26])[CH2:13][C@H:14]1[CH2:24][CH3:25])=[O:28])([CH3:33])([CH3:32])[CH3:31], predict the reactants needed to synthesize it. The reactants are: [C:1]1([C@H:7]([O:9][C:10](=[O:26])[NH:11][C@@H:12]2[C:21]3[C:16](=[CH:17][CH:18]=[C:19]([O:22][CH3:23])[N:20]=3)[NH:15][C@H:14]([CH2:24][CH3:25])[CH2:13]2)[CH3:8])[CH:6]=[CH:5][CH:4]=[CH:3][CH:2]=1.[C:27](O[C:27]([O:29][C:30]([CH3:33])([CH3:32])[CH3:31])=[O:28])([O:29][C:30]([CH3:33])([CH3:32])[CH3:31])=[O:28].C(=O)([O-])O.[Na+]. (5) Given the product [Cl:31][C:4]1[C:5]([O:10][CH3:11])=[CH:6][C:7]([O:8][CH3:9])=[C:2]([F:1])[C:3]=1[C:12]1[N:17]=[CH:16][C:15]2[C:18]([I:27])=[N:19][N:20]([CH:21]3[CH2:26][CH2:25][CH2:24][CH2:23][O:22]3)[C:14]=2[CH:13]=1, predict the reactants needed to synthesize it. The reactants are: [F:1][C:2]1[C:7]([O:8][CH3:9])=[CH:6][C:5]([O:10][CH3:11])=[CH:4][C:3]=1[C:12]1[N:17]=[CH:16][C:15]2[C:18]([I:27])=[N:19][N:20]([CH:21]3[CH2:26][CH2:25][CH2:24][CH2:23][O:22]3)[C:14]=2[CH:13]=1.S(Cl)([Cl:31])(=O)=O. (6) Given the product [F:57][C:58]([F:63])([F:62])[C:59]([OH:61])=[O:60].[F:57][C:58]([F:63])([F:62])[C:59]([OH:61])=[O:60].[C:9]([N:18]1[CH2:19][CH2:20][CH:21]([C:24]([N:26]2[CH2:30][C@@H:29]([N:31]3[CH2:36][CH2:35][N:34]([S:37]([CH3:40])(=[O:39])=[O:38])[CH2:33][CH2:32]3)[CH2:28][C@H:27]2[C:41]([NH:43][C:44]2[CH:45]=[CH:46][C:47]([C:48]([OH:50])=[O:49])=[CH:55][CH:56]=2)=[O:42])=[O:25])[CH2:22][CH2:23]1)(=[NH:8])[NH2:10], predict the reactants needed to synthesize it. The reactants are: CC(OC([NH:8][C:9]([N:18]1[CH2:23][CH2:22][CH:21]([C:24]([N:26]2[CH2:30][C@@H:29]([N:31]3[CH2:36][CH2:35][N:34]([S:37]([CH3:40])(=[O:39])=[O:38])[CH2:33][CH2:32]3)[CH2:28][C@H:27]2[C:41]([NH:43][C:44]2[CH:56]=[CH:55][C:47]([C:48]([O:50]C(C)(C)C)=[O:49])=[CH:46][CH:45]=2)=[O:42])=[O:25])[CH2:20][CH2:19]1)=[N:10]C(OC(C)(C)C)=O)=O)(C)C.[F:57][C:58]([F:63])([F:62])[C:59]([OH:61])=[O:60]. (7) Given the product [NH:15]([C:8]([C:7]1[CH:6]=[C:5]([S:1]([NH2:2])(=[O:4])=[O:3])[CH:14]=[CH:13][CH:12]=1)=[O:9])[NH2:16], predict the reactants needed to synthesize it. The reactants are: [S:1]([C:5]1[CH:6]=[C:7]([CH:12]=[CH:13][CH:14]=1)[C:8](OC)=[O:9])(=[O:4])(=[O:3])[NH2:2].[NH2:15][NH2:16].